This data is from Reaction yield outcomes from USPTO patents with 853,638 reactions. The task is: Predict the reaction yield, written as a fraction of the theoretical maximum amount of product (1.0 means a 100% yield; for example, 0.34 means a 34% yield). (1) The reactants are C1(P(C2C=CC=CC=2)C2C=CC=CC=2)C=CC=CC=1.CC(OC(/N=N/C(OC(C)C)=O)=O)C.[C:34]([O:38][C:39](=[O:57])[NH:40][C:41]1[CH:46]=[N:45][C:44]([C:47]2[CH:52]=[CH:51][C:50]([C:53]([F:56])([F:55])[F:54])=[CH:49][CH:48]=2)=[CH:43][N:42]=1)([CH3:37])([CH3:36])[CH3:35].O[CH:59]([C:63]1[CH:73]=[CH:72][C:66]([C:67]([O:69][CH2:70][CH3:71])=[O:68])=[CH:65][CH:64]=1)[CH2:60][CH2:61][CH3:62]. The catalyst is C(Cl)Cl.[Cl-].[NH4+].C1COCC1. The product is [C:34]([O:38][C:39]([N:40]([C:41]1[CH:46]=[N:45][C:44]([C:47]2[CH:52]=[CH:51][C:50]([C:53]([F:56])([F:54])[F:55])=[CH:49][CH:48]=2)=[CH:43][N:42]=1)[CH:59]([C:63]1[CH:73]=[CH:72][C:66]([C:67]([O:69][CH2:70][CH3:71])=[O:68])=[CH:65][CH:64]=1)[CH2:60][CH2:61][CH3:62])=[O:57])([CH3:37])([CH3:35])[CH3:36]. The yield is 0.980. (2) The reactants are [CH3:1][O:2][C:3]([C:5]1[S:6][CH:7]=[CH:8][C:9]=1[NH2:10])=[O:4].[CH2:11]1[O:21][C:14]2([CH2:19][CH2:18][C:17](=O)[CH2:16][CH2:15]2)[O:13][CH2:12]1.C([Sn](Cl)(Cl)CCCC)CCC.C1([SiH3])C=CC=CC=1. The catalyst is C1COCC1. The product is [CH3:1][O:2][C:3]([C:5]1[S:6][CH:7]=[CH:8][C:9]=1[NH:10][CH:17]1[CH2:18][CH2:19][C:14]2([O:21][CH2:11][CH2:12][O:13]2)[CH2:15][CH2:16]1)=[O:4]. The yield is 0.470. (3) The reactants are Br[C:2]1[CH:26]=[CH:25][C:5]2[NH:6][C:7]([C@@H:9]3[CH2:13][CH2:12][CH2:11][N:10]3[C:14](=[O:24])[C@@H:15]([NH:19][C:20](=[O:23])[O:21][CH3:22])[CH:16]([CH3:18])[CH3:17])=[N:8][C:4]=2[CH:3]=1.[Cl:27][C:28]1[CH:33]=[CH:32][C:31](B(O)O)=[CH:30][CH:29]=1.C(=O)([O-])[O-].[Na+].[Na+].O1CCOCC1. The catalyst is CCOC(C)=O.C1C=CC([P]([Pd]([P](C2C=CC=CC=2)(C2C=CC=CC=2)C2C=CC=CC=2)([P](C2C=CC=CC=2)(C2C=CC=CC=2)C2C=CC=CC=2)[P](C2C=CC=CC=2)(C2C=CC=CC=2)C2C=CC=CC=2)(C2C=CC=CC=2)C2C=CC=CC=2)=CC=1. The product is [Cl:27][C:28]1[CH:33]=[CH:32][C:31]([C:2]2[CH:26]=[CH:25][C:5]3[NH:6][C:7]([C@@H:9]4[CH2:13][CH2:12][CH2:11][N:10]4[C:14](=[O:24])[C@@H:15]([NH:19][C:20](=[O:23])[O:21][CH3:22])[CH:16]([CH3:18])[CH3:17])=[N:8][C:4]=3[CH:3]=2)=[CH:30][CH:29]=1. The yield is 0.628.